Task: Predict the product of the given reaction.. Dataset: Forward reaction prediction with 1.9M reactions from USPTO patents (1976-2016) (1) Given the reactants [NH2:1][C:2]1[CH:14]=[C:13]([CH2:15][CH2:16][C:17]2[CH:22]=[CH:21][CH:20]=[CH:19][CH:18]=2)[CH:12]=[CH:11][C:3]=1[C:4]([O:6][C:7]([CH3:10])([CH3:9])[CH3:8])=[O:5].[Cl:23][C:24]1[CH:29]=[CH:28][CH:27]=[C:26](I)[CH:25]=1.C(=O)([O-])[O-].[Cs+].[Cs+].C1(P(C2CCCCC2)C2C=CC=CC=2C2C(C(C)C)=CC(C(C)C)=CC=2C(C)C)CCCCC1, predict the reaction product. The product is: [Cl:23][C:24]1[CH:25]=[C:26]([CH:27]=[CH:28][CH:29]=1)[NH:1][C:2]1[CH:14]=[C:13]([CH2:15][CH2:16][C:17]2[CH:18]=[CH:19][CH:20]=[CH:21][CH:22]=2)[CH:12]=[CH:11][C:3]=1[C:4]([O:6][C:7]([CH3:10])([CH3:9])[CH3:8])=[O:5]. (2) Given the reactants [F:1][C:2]1[CH:3]=[CH:4][C:5]([C:26]2[CH:31]=[CH:30][CH:29]=[C:28]([O:32][CH2:33][CH2:34][CH2:35][S:36]([CH3:39])(=[O:38])=[O:37])[C:27]=2[CH3:40])=[C:6]2[C:10]=1[C@H:9]([O:11][C:12]1[CH:25]=[CH:24][C:15]3[C@H:16]([CH2:19][C:20]([O:22]C)=[O:21])[CH2:17][O:18][C:14]=3[CH:13]=1)[CH2:8][CH2:7]2, predict the reaction product. The product is: [F:1][C:2]1[CH:3]=[CH:4][C:5]([C:26]2[CH:31]=[CH:30][CH:29]=[C:28]([O:32][CH2:33][CH2:34][CH2:35][S:36]([CH3:39])(=[O:38])=[O:37])[C:27]=2[CH3:40])=[C:6]2[C:10]=1[C@H:9]([O:11][C:12]1[CH:25]=[CH:24][C:15]3[C@H:16]([CH2:19][C:20]([OH:22])=[O:21])[CH2:17][O:18][C:14]=3[CH:13]=1)[CH2:8][CH2:7]2.